This data is from NCI-60 drug combinations with 297,098 pairs across 59 cell lines. The task is: Regression. Given two drug SMILES strings and cell line genomic features, predict the synergy score measuring deviation from expected non-interaction effect. (1) Drug 1: CC1=C2C(C(=O)C3(C(CC4C(C3C(C(C2(C)C)(CC1OC(=O)C(C(C5=CC=CC=C5)NC(=O)OC(C)(C)C)O)O)OC(=O)C6=CC=CC=C6)(CO4)OC(=O)C)O)C)O. Drug 2: CCC1(C2=C(COC1=O)C(=O)N3CC4=CC5=C(C=CC(=C5CN(C)C)O)N=C4C3=C2)O.Cl. Cell line: HCT116. Synergy scores: CSS=47.5, Synergy_ZIP=-5.01, Synergy_Bliss=-6.88, Synergy_Loewe=-6.40, Synergy_HSA=-2.64. (2) Drug 1: C1=CN(C(=O)N=C1N)C2C(C(C(O2)CO)O)O.Cl. Drug 2: C1=NC2=C(N1)C(=S)N=CN2. Cell line: CCRF-CEM. Synergy scores: CSS=78.5, Synergy_ZIP=0.767, Synergy_Bliss=0.759, Synergy_Loewe=0.896, Synergy_HSA=3.71.